This data is from Full USPTO retrosynthesis dataset with 1.9M reactions from patents (1976-2016). The task is: Predict the reactants needed to synthesize the given product. (1) Given the product [CH3:1][O:2][C:3](=[O:14])[CH:4]=[CH:5][C:6]1[CH:11]=[CH:10][C:9]([F:12])=[CH:8][C:7]=1[O:13][CH:22]([CH2:24][CH3:25])[CH3:23], predict the reactants needed to synthesize it. The reactants are: [CH3:1][O:2][C:3](=[O:14])[CH:4]=[CH:5][C:6]1[CH:11]=[CH:10][C:9]([F:12])=[CH:8][C:7]=1[OH:13].C([O-])([O-])=O.[K+].[K+].I[CH:22]([CH2:24][CH3:25])[CH3:23]. (2) Given the product [Cl:3][CH2:20][C:17]1[CH:18]=[CH:19][C:14]([C:7]2[CH:8]=[C:9]([O:12][CH3:13])[CH:10]=[CH:11][C:6]=2[F:5])=[C:15]([CH2:22][N:23]2[CH2:28][CH2:27][CH2:26][CH2:25][CH2:24]2)[CH:16]=1, predict the reactants needed to synthesize it. The reactants are: S(Cl)([Cl:3])=O.[F:5][C:6]1[CH:11]=[CH:10][C:9]([O:12][CH3:13])=[CH:8][C:7]=1[C:14]1[CH:19]=[CH:18][C:17]([CH2:20]O)=[CH:16][C:15]=1[CH2:22][N:23]1[CH2:28][CH2:27][CH2:26][CH2:25][CH2:24]1. (3) Given the product [CH3:21][C@@H:20]1[C@@H:15]2[C@@:16]([C:22]3[CH:27]=[C:26]([C:36]4[CH:37]=[C:32]([F:31])[CH:33]=[CH:34][C:35]=4[F:38])[CH:25]=[CH:24][C:23]=3[F:29])([N:17]=[C:12]([NH2:8])[S:13][CH2:14]2)[CH2:18][O:19]1, predict the reactants needed to synthesize it. The reactants are: C(OC([N:8]([C:12]1[S:13][CH2:14][C@@H:15]2[C@@H:20]([CH3:21])[O:19][CH2:18][C@:16]2([C:22]2[CH:27]=[C:26](Br)[CH:25]=[CH:24][C:23]=2[F:29])[N:17]=1)C([O-])=O)=O)(C)(C)C.O.[F:31][C:32]1[CH:37]=[CH:36][C:35]([F:38])=[CH:34][C:33]=1B(O)O.C(=O)([O-])[O-].[Cs+].[Cs+]. (4) Given the product [Cl:21][C:18]1[CH:19]=[CH:20][C:15]([C:12]2([C:10](=[O:11])[CH2:9][S:28][C:24]3[N:23]([CH3:22])[CH:27]=[N:26][N:25]=3)[CH2:14][CH2:13]2)=[CH:16][CH:17]=1, predict the reactants needed to synthesize it. The reactants are: C(N(CC)CC)C.Br[CH2:9][C:10]([C:12]1([C:15]2[CH:20]=[CH:19][C:18]([Cl:21])=[CH:17][CH:16]=2)[CH2:14][CH2:13]1)=[O:11].[CH3:22][N:23]1[CH:27]=[N:26][N:25]=[C:24]1[SH:28]. (5) The reactants are: [C:1](/[C:3](=[CH:8]\[C:9]1[CH:14]=[CH:13][CH:12]=[C:11]([NH:15][C:16]2[C:24]3[C:19](=[N:20][CH:21]=[CH:22][C:23]=3[O:25][C:26]3[CH:31]=[CH:30][C:29]([O:32][C:33]4[CH:38]=[CH:37][CH:36]=[CH:35][CH:34]=4)=[CH:28][CH:27]=3)[N:18](CC3C=CC(OC)=CC=3)[N:17]=2)[CH:10]=1)/[C:4]([NH:6][CH3:7])=[O:5])#[N:2].C(O)(C(F)(F)F)=O. Given the product [C:1](/[C:3](=[CH:8]\[C:9]1[CH:14]=[CH:13][CH:12]=[C:11]([NH:15][C:16]2[C:24]3[C:19](=[N:20][CH:21]=[CH:22][C:23]=3[O:25][C:26]3[CH:27]=[CH:28][C:29]([O:32][C:33]4[CH:38]=[CH:37][CH:36]=[CH:35][CH:34]=4)=[CH:30][CH:31]=3)[NH:18][N:17]=2)[CH:10]=1)/[C:4]([NH:6][CH3:7])=[O:5])#[N:2], predict the reactants needed to synthesize it. (6) Given the product [CH3:1][C:2]1[CH:15]=[C:14]2[C:5]([S:6][C:7]3[CH:8]=[C:9]([C:17]([Cl:22])=[O:19])[CH:10]=[CH:11][C:12]=3[C:13]2=[O:16])=[CH:4][CH:3]=1, predict the reactants needed to synthesize it. The reactants are: [CH3:1][C:2]1[CH:15]=[C:14]2[C:5]([S:6][C:7]3[CH:8]=[C:9]([C:17]([OH:19])=O)[CH:10]=[CH:11][C:12]=3[C:13]2=[O:16])=[CH:4][CH:3]=1.S(Cl)([Cl:22])=O.CN(C)C=O. (7) Given the product [CH:1]1([N:6]2[CH2:12][C:11]([F:13])([F:14])[C:10](=[O:15])[N:9]([CH3:16])[C:8]3[CH:17]=[N:18][C:19]([NH:21][C:22]4[CH:30]=[CH:29][C:25]([C:26]([NH:65][CH:62]5[CH2:63][CH2:64][N:59]([CH3:58])[CH2:60][CH2:61]5)=[O:28])=[CH:24][C:23]=4[O:31][CH2:32][CH3:33])=[N:20][C:7]2=3)[CH2:2][CH2:3][CH2:4][CH2:5]1, predict the reactants needed to synthesize it. The reactants are: [CH:1]1([N:6]2[CH2:12][C:11]([F:14])([F:13])[C:10](=[O:15])[N:9]([CH3:16])[C:8]3[CH:17]=[N:18][C:19]([NH:21][C:22]4[CH:30]=[CH:29][C:25]([C:26]([OH:28])=O)=[CH:24][C:23]=4[O:31][CH2:32][CH3:33])=[N:20][C:7]2=3)[CH2:5][CH2:4][CH2:3][CH2:2]1.CN(C(ON1N=NC2C=CC=NC1=2)=[N+](C)C)C.F[P-](F)(F)(F)(F)F.[CH3:58][N:59]1[CH2:64][CH2:63][CH:62]([NH2:65])[CH2:61][CH2:60]1.